This data is from Catalyst prediction with 721,799 reactions and 888 catalyst types from USPTO. The task is: Predict which catalyst facilitates the given reaction. (1) Reactant: [Br:1][C:2]1[C:13]([O:14][CH3:15])=[N:12][C:5]2[CH2:6][CH2:7][NH:8][CH2:9][CH:10]([CH3:11])[C:4]=2[C:3]=1[Br:16].CI.[C:19]([O-])([O-])=O.[Na+].[Na+]. Product: [Br:1][C:2]1[C:13]([O:14][CH3:15])=[N:12][C:5]2[CH2:6][CH2:7][N:8]([CH3:19])[CH2:9][CH:10]([CH3:11])[C:4]=2[C:3]=1[Br:16]. The catalyst class is: 3. (2) Reactant: [Cl:1][C:2]1[CH:10]=[CH:9][C:5]([C:6]([OH:8])=[O:7])=[CH:4][C:3]=1[S:11](Cl)(=[O:13])=[O:12].CCN(CC)CC.[C:22]([O:26][C:27]([N:29]1[CH2:34][CH2:33][NH:32][CH2:31][CH2:30]1)=[O:28])([CH3:25])([CH3:24])[CH3:23]. The catalyst class is: 2. Product: [C:22]([O:26][C:27]([N:29]1[CH2:34][CH2:33][N:32]([S:11]([C:3]2[CH:4]=[C:5]([CH:9]=[CH:10][C:2]=2[Cl:1])[C:6]([OH:8])=[O:7])(=[O:13])=[O:12])[CH2:31][CH2:30]1)=[O:28])([CH3:25])([CH3:23])[CH3:24]. (3) Reactant: C(OC([NH:8][CH2:9][CH2:10][C:11]([N:13]([CH3:43])[C@@H:14]1[CH2:21][N:20]2[C:22]3[CH:23]=[C:24]([C:35]([O:37][CH3:38])=[O:36])[CH:25]=[CH:26][C:27]=3[C:28]([CH:29]3[CH2:34][CH2:33][CH2:32][CH2:31][CH2:30]3)=[C:19]2[C:18]2[CH:39]=[CH:40][CH:41]=[CH:42][C:17]=2[O:16][CH2:15]1)=[O:12])=O)(C)(C)C.C(O)(C(F)(F)F)=O. Product: [NH2:8][CH2:9][CH2:10][C:11]([N:13]([CH3:43])[C@@H:14]1[CH2:21][N:20]2[C:22]3[CH:23]=[C:24]([C:35]([O:37][CH3:38])=[O:36])[CH:25]=[CH:26][C:27]=3[C:28]([CH:29]3[CH2:34][CH2:33][CH2:32][CH2:31][CH2:30]3)=[C:19]2[C:18]2[CH:39]=[CH:40][CH:41]=[CH:42][C:17]=2[O:16][CH2:15]1)=[O:12]. The catalyst class is: 2. (4) Reactant: [Br:1][C:2]1[N:3]=[C:4]([CH3:8])[NH:5][C:6]=1[Br:7].[H-].[Na+].[CH3:11][Si:12]([CH3:19])([CH3:18])[CH2:13][CH2:14][O:15][CH2:16]Cl. Product: [Br:1][C:2]1[N:3]=[C:4]([CH3:8])[N:5]([CH2:16][O:15][CH2:14][CH2:13][Si:12]([CH3:19])([CH3:18])[CH3:11])[C:6]=1[Br:7]. The catalyst class is: 9.